Predict the product of the given reaction. From a dataset of Forward reaction prediction with 1.9M reactions from USPTO patents (1976-2016). (1) Given the reactants [Cl:1][C:2]1[CH:10]=[CH:9][C:8](B(O)O)=[CH:7][C:3]=1[C:4]([NH2:6])=[O:5].[NH:14]1[CH:18]=[CH:17][N:16]=[CH:15]1, predict the reaction product. The product is: [Cl:1][C:2]1[CH:10]=[CH:9][C:8]([N:14]2[CH:18]=[CH:17][N:16]=[CH:15]2)=[CH:7][C:3]=1[C:4]([NH2:6])=[O:5]. (2) Given the reactants CN(C(ON1N=NC2C=CC=NC1=2)=[N+](C)C)C.F[P-](F)(F)(F)(F)F.[C:25]([O:29][C:30](=[O:39])[NH:31][C:32]1[CH:37]=[CH:36][CH:35]=[CH:34][C:33]=1[NH2:38])([CH3:28])([CH3:27])[CH3:26].[OH:40][CH2:41][C:42]1[CH:50]=[CH:49][C:45]([C:46](O)=[O:47])=[CH:44][CH:43]=1.C(N(CC)C(C)C)(C)C, predict the reaction product. The product is: [C:25]([O:29][C:30]([NH:31][C:32]1[CH:37]=[CH:36][CH:35]=[CH:34][C:33]=1[NH:38][C:41](=[O:40])[C:42]1[CH:50]=[CH:49][C:45]([CH2:46][OH:47])=[CH:44][CH:43]=1)=[O:39])([CH3:28])([CH3:26])[CH3:27]. (3) The product is: [CH3:18][S:19]([O:10][CH2:9][C:6]1[CH:7]=[N:8][C:3]([O:2][CH3:1])=[CH:4][CH:5]=1)(=[O:21])=[O:20]. Given the reactants [CH3:1][O:2][C:3]1[N:8]=[CH:7][C:6]([CH2:9][OH:10])=[CH:5][CH:4]=1.C(N(CC)CC)C.[CH3:18][S:19](Cl)(=[O:21])=[O:20], predict the reaction product.